From a dataset of Forward reaction prediction with 1.9M reactions from USPTO patents (1976-2016). Predict the product of the given reaction. (1) Given the reactants [F:1][C:2]([F:35])([F:34])[C:3]1[CH:4]=[C:5]([C:13]([CH3:33])([CH3:32])[C:14]([N:16]([C:18]2[CH:19]=[N:20][C:21](Cl)=[CH:22][C:23]=2[C:24]2[CH:29]=[CH:28][CH:27]=[CH:26][C:25]=2[Br:30])[CH3:17])=[O:15])[CH:6]=[C:7]([C:9]([F:12])([F:11])[F:10])[CH:8]=1.CS(C)=O.[OH:40][CH2:41][C@@H:42]1[CH2:46][C@@H:45]([OH:47])[CH2:44][NH:43]1, predict the reaction product. The product is: [F:1][C:2]([F:35])([F:34])[C:3]1[CH:4]=[C:5]([C:13]([CH3:33])([CH3:32])[C:14]([N:16]([C:18]2[CH:19]=[N:20][C:21]([N:43]3[CH2:44][C@H:45]([OH:47])[CH2:46][C@H:42]3[CH2:41][OH:40])=[CH:22][C:23]=2[C:24]2[CH:29]=[CH:28][CH:27]=[CH:26][C:25]=2[Br:30])[CH3:17])=[O:15])[CH:6]=[C:7]([C:9]([F:12])([F:11])[F:10])[CH:8]=1. (2) Given the reactants [Cl:1][C:2]1[CH:7]=[CH:6][N+:5]([O-])=[CH:4][CH:3]=1.C[Si]([C:13]#[N:14])(C)C, predict the reaction product. The product is: [Cl:1][C:2]1[CH:7]=[CH:6][N:5]=[C:4]([C:13]#[N:14])[CH:3]=1. (3) Given the reactants [Cl:1][C:2]1[CH:7]=[CH:6][C:5]([NH:8][C:9](=[O:11])[CH3:10])=[C:4]([OH:12])[CH:3]=1.C[CH2:14][O:15][C:16]([CH3:18])=O.O, predict the reaction product. The product is: [Cl:1][C:2]1[CH:7]=[CH:6][C:5]([NH:8][C:9](=[O:11])[CH3:10])=[C:4]([O:12][CH2:18][C@@H:16]2[CH2:14][O:15]2)[CH:3]=1. (4) Given the reactants [NH2:1][C:2]1[C:3]([C:16]#[N:17])=[N:4][C:5]([C:8]2[CH:13]=[CH:12][CH:11]=[C:10]([CH2:14][OH:15])[CH:9]=2)=[CH:6][N:7]=1.[S:18]1[CH:22]=[CH:21][CH:20]=[C:19]1[C:23]([NH:25][NH2:26])=O.C[O-].[Na+], predict the reaction product. The product is: [NH2:1][C:2]1[N:7]=[CH:6][C:5]([C:8]2[CH:9]=[C:10]([CH2:14][OH:15])[CH:11]=[CH:12][CH:13]=2)=[N:4][C:3]=1[C:16]1[NH:26][N:25]=[C:23]([C:19]2[S:18][CH:22]=[CH:21][CH:20]=2)[N:17]=1. (5) Given the reactants BrCC=O.[C:5]1(=[O:15])[NH:9][C:8](=[O:10])[C:7]2=[CH:11][CH:12]=[CH:13][CH:14]=[C:6]12.[K], predict the reaction product. The product is: [C:8]1(=[O:10])[C:7]2[C:6](=[CH:14][CH:13]=[CH:12][CH:11]=2)[C:5](=[O:15])[NH:9]1. (6) Given the reactants [Cl:1][C:2]1[CH:3]=[CH:4][CH:5]=[C:6]2[C:10]=1[N:9]([CH2:11][CH:12]1[CH2:17][CH2:16][CH2:15][CH2:14][CH2:13]1)[CH:8]=[C:7]2[C:18](C(F)(F)F)=[O:19].[OH-:24].[Na+], predict the reaction product. The product is: [Cl:1][C:2]1[CH:3]=[CH:4][CH:5]=[C:6]2[C:10]=1[N:9]([CH2:11][CH:12]1[CH2:13][CH2:14][CH2:15][CH2:16][CH2:17]1)[CH:8]=[C:7]2[C:18]([OH:19])=[O:24]. (7) Given the reactants [F:1][C:2]([F:11])([F:10])[C:3]1[CH:8]=[N:7][NH:6][C:5](=O)[CH:4]=1.O=P(Cl)(Cl)[Cl:14], predict the reaction product. The product is: [Cl:14][C:5]1[N:6]=[N:7][CH:8]=[C:3]([C:2]([F:11])([F:10])[F:1])[CH:4]=1. (8) Given the reactants [Cl:1][C:2]1[C:7]([C:8]([OH:10])=O)=[CH:6][CH:5]=[CH:4][N:3]=1.[CH2:11]([O:18][C:19]1[CH:24]=[CH:23][C:22]([NH:25][NH2:26])=[CH:21][CH:20]=1)[C:12]1[CH:17]=[CH:16][CH:15]=[CH:14][CH:13]=1.C1C=CC2N(O)N=NC=2C=1.CCN=C=NCCCN(C)C.C(N(C(C)C)CC)(C)C, predict the reaction product. The product is: [CH2:11]([O:18][C:19]1[CH:20]=[CH:21][C:22]([NH:25][NH:26][C:8]([C:7]2[C:2]([Cl:1])=[N:3][CH:4]=[CH:5][CH:6]=2)=[O:10])=[CH:23][CH:24]=1)[C:12]1[CH:13]=[CH:14][CH:15]=[CH:16][CH:17]=1. (9) Given the reactants [CH2:1]([N:5]([CH2:25][CH2:26][CH2:27][CH3:28])[C:6]1[CH:7]=[C:8]([S:12][C:13]2[CH:18]=[CH:17][C:16]([CH2:19][C:20]([O:22]CC)=[O:21])=[CH:15][CH:14]=2)[CH:9]=[CH:10][CH:11]=1)[CH2:2][CH2:3][CH3:4].[OH-].[Na+].O.C(O)C, predict the reaction product. The product is: [CH2:1]([N:5]([CH2:25][CH2:26][CH2:27][CH3:28])[C:6]1[CH:7]=[C:8]([S:12][C:13]2[CH:14]=[CH:15][C:16]([CH2:19][C:20]([OH:22])=[O:21])=[CH:17][CH:18]=2)[CH:9]=[CH:10][CH:11]=1)[CH2:2][CH2:3][CH3:4].